Dataset: Full USPTO retrosynthesis dataset with 1.9M reactions from patents (1976-2016). Task: Predict the reactants needed to synthesize the given product. (1) Given the product [F:8][C:6]1[CH:5]=[CH:4][C:3]2[C:9]3[C:10]([CH:15]([CH3:16])[N:17]([C:18]([C:19]4[CH:24]=[CH:23][C:22]([OH:25])=[CH:21][CH:20]=4)=[O:27])[C:2]=2[CH:7]=1)=[CH:11][CH:12]=[CH:13][CH:14]=3, predict the reactants needed to synthesize it. The reactants are: F[C:2]1[CH:7]=[C:6]([F:8])[CH:5]=[CH:4][C:3]=1[C:9]1[CH:14]=[CH:13][CH:12]=[CH:11][C:10]=1[CH:15]([NH:17][C:18](=[O:27])[C:19]1[CH:24]=[CH:23][C:22]([O:25]C)=[CH:21][CH:20]=1)[CH3:16].C[Si]([N-][Si](C)(C)C)(C)C.[Li+]. (2) The reactants are: C([O:4][C:5]1[CH:10]=[CH:9][C:8]([C:11]2[O:16][C:15]3[CH:17]=[CH:18][CH:19]=[CH:20][C:14]=3[O:13][CH:12]=2)=[CH:7][CH:6]=1)(=O)C.C1COCC1.C([O-])([O-])=O.[K+].[K+]. Given the product [O:16]1[C:11]([C:8]2[CH:7]=[CH:6][C:5]([OH:4])=[CH:10][CH:9]=2)=[CH:12][O:13][C:14]2[CH:20]=[CH:19][CH:18]=[CH:17][C:15]1=2, predict the reactants needed to synthesize it. (3) The reactants are: [C:1]([O:5][C:6]([N:8]1[CH2:13][CH2:12][N:11]([C:14]2[C:19](Cl)=[N:18][CH:17]=[CH:16][N:15]=2)[CH:10]([CH3:21])[CH2:9]1)=[O:7])([CH3:4])([CH3:3])[CH3:2].[N:22]1[CH:27]=[CH:26][C:25]([CH2:28][OH:29])=[CH:24][CH:23]=1.C(C(CCC)[O-])(C)(C)C.[K+].C(O)(C)(C)C. Given the product [C:1]([O:5][C:6]([N:8]1[CH2:13][CH2:12][N:11]([C:14]2[C:19]([O:29][CH2:28][C:25]3[CH:26]=[CH:27][N:22]=[CH:23][CH:24]=3)=[N:18][CH:17]=[CH:16][N:15]=2)[CH:10]([CH3:21])[CH2:9]1)=[O:7])([CH3:4])([CH3:3])[CH3:2], predict the reactants needed to synthesize it. (4) The reactants are: [Br:1][C:2]1[CH:3]=[C:4]([CH:27]=[C:28]([Cl:30])[CH:29]=1)[O:5][C:6]1[C:7]([CH2:13][NH:14][C:15](=O)[CH2:16][C:17]2[C:25]3[C:20](=[N:21][CH:22]=[CH:23][CH:24]=3)[NH:19][N:18]=2)=[N:8][CH:9]=[CH:10][C:11]=1[CH3:12].P(Cl)(Cl)(Cl)=O. Given the product [Br:1][C:2]1[CH:3]=[C:4]([CH:27]=[C:28]([Cl:30])[CH:29]=1)[O:5][C:6]1[C:7]2[N:8]([C:15]([CH2:16][C:17]3[C:25]4[C:20](=[N:21][CH:22]=[CH:23][CH:24]=4)[NH:19][N:18]=3)=[N:14][CH:13]=2)[CH:9]=[CH:10][C:11]=1[CH3:12], predict the reactants needed to synthesize it. (5) Given the product [C:1]([O:5][C:6](=[O:7])[NH:8][C:9]1[CH:14]=[CH:13][N:12]=[C:11]([C:15]([N:18]2[CH2:23][CH2:22][O:21][CH2:20][CH2:19]2)=[O:17])[CH:10]=1)([CH3:2])([CH3:3])[CH3:4], predict the reactants needed to synthesize it. The reactants are: [C:1]([O:5][C:6]([NH:8][C:9]1[CH:14]=[CH:13][N:12]=[C:11]([C:15]([OH:17])=O)[CH:10]=1)=[O:7])([CH3:4])([CH3:3])[CH3:2].[NH:18]1[CH2:23][CH2:22][O:21][CH2:20][CH2:19]1.C1C=CC2N(O)N=NC=2C=1.CCN=C=NCCCN(C)C.Cl.CCN(C(C)C)C(C)C. (6) Given the product [CH2:3]([O:5][C:6]([C:8]1[N:9]=[C:10]([CH2:13][O:14][S:22]([CH3:25])(=[O:24])=[O:23])[O:11][CH:12]=1)=[O:7])[CH3:4], predict the reactants needed to synthesize it. The reactants are: N#N.[CH2:3]([O:5][C:6]([C:8]1[N:9]=[C:10]([CH2:13][OH:14])[O:11][CH:12]=1)=[O:7])[CH3:4].CCN(CC)CC.[S:22](Cl)([CH3:25])(=[O:24])=[O:23]. (7) Given the product [CH3:3][O:2][N:4]=[C:14]1[C:13]2[C:18](=[C:9]([C:5]([CH3:7])([CH3:6])[CH3:8])[CH:10]=[CH:11][CH:12]=2)[N:17]([CH3:19])[CH2:16][CH2:15]1, predict the reactants needed to synthesize it. The reactants are: Cl.[O:2]([NH2:4])[CH3:3].[C:5]([C:9]1[CH:10]=[CH:11][CH:12]=[C:13]2[C:18]=1[N:17]([CH3:19])[CH2:16][CH2:15][C:14]2=O)([CH3:8])([CH3:7])[CH3:6]. (8) Given the product [CH3:1][O:2][C:3]1[N:8]=[CH:7][C:6]([C:9]2[C:10]([CH3:32])=[C:11]([CH:28]=[CH:29][C:30]=2[CH3:31])[CH2:12][NH:13][C:14]2[CH:27]=[CH:26][C:17]3[C@H:18]([CH2:21][C:22]([OH:24])=[O:23])[CH2:19][O:20][C:16]=3[CH:15]=2)=[CH:5][CH:4]=1, predict the reactants needed to synthesize it. The reactants are: [CH3:1][O:2][C:3]1[N:8]=[CH:7][C:6]([C:9]2[C:10]([CH3:32])=[C:11]([CH:28]=[CH:29][C:30]=2[CH3:31])[CH2:12][NH:13][C:14]2[CH:27]=[CH:26][C:17]3[C@H:18]([CH2:21][C:22]([O:24]C)=[O:23])[CH2:19][O:20][C:16]=3[CH:15]=2)=[CH:5][CH:4]=1.[OH-].[Na+]. (9) The reactants are: [CH3:1][N:2]1[CH2:7][CH2:6][N:5]([C:8]2[CH:13]=[CH:12][C:11]3[N:14]=[C:15]([C:17]4[CH:22]=[CH:21][C:20]5[NH:23][C:24]([NH:32][C:19]=5[CH:18]=4)=[C:25]4[CH:31]=[CH:30][C:28](=[O:29])[CH:27]=[CH:26]4)[NH:16][C:10]=3[CH:9]=2)[CH2:4][CH2:3]1.[CH:33]1(N=C=NC2CCCCC2)CCCC[CH2:34]1.C(O)(=O)CCC(O)=O. Given the product [CH3:33][CH2:34][O:29][C:28]1[CH:30]=[CH:31][C:25]([C:24]2[NH:32][C:19]3[CH:18]=[C:17]([C:15]4[NH:16][C:10]5[CH:9]=[C:8]([N:5]6[CH2:6][CH2:7][N:2]([CH3:1])[CH2:3][CH2:4]6)[CH:13]=[CH:12][C:11]=5[N:14]=4)[CH:22]=[CH:21][C:20]=3[N:23]=2)=[CH:26][CH:27]=1, predict the reactants needed to synthesize it. (10) Given the product [Cl:1][C:2]1[CH:7]=[C:6]([C:8]#[C:9][C:10]2[N:11]=[C:12]([CH3:22])[N:13]([C:15]3[CH:20]=[CH:19][N:18]([CH3:23])[C:17](=[O:21])[CH:16]=3)[CH:14]=2)[CH:5]=[CH:4][N:3]=1, predict the reactants needed to synthesize it. The reactants are: [Cl:1][C:2]1[CH:7]=[C:6]([C:8]#[C:9][C:10]2[N:11]=[C:12]([CH3:22])[N:13]([C:15]3[CH:20]=[CH:19][NH:18][C:17](=[O:21])[CH:16]=3)[CH:14]=2)[CH:5]=[CH:4][N:3]=1.[CH3:23]I.